Dataset: Full USPTO retrosynthesis dataset with 1.9M reactions from patents (1976-2016). Task: Predict the reactants needed to synthesize the given product. (1) The reactants are: [NH2:1][C:2]1[C:3](=[O:31])[N:4]([CH2:23][CH2:24][C:25]2[CH:30]=[CH:29][CH:28]=[CH:27][CH:26]=2)[C:5]([C:9]2[CH:14]=[CH:13][CH:12]=[CH:11][C:10]=2[O:15][CH2:16][C:17]2[CH:22]=[CH:21][CH:20]=[CH:19][CH:18]=2)=[N:6][C:7]=1[CH3:8].[CH3:32][C:33]([CH3:38])([CH3:37])[C:34](Cl)=[O:35]. Given the product [CH3:32][C:33]([CH3:38])([CH3:37])[C:34]([NH:1][C:2]1[C:3](=[O:31])[N:4]([CH2:23][CH2:24][C:25]2[CH:26]=[CH:27][CH:28]=[CH:29][CH:30]=2)[C:5]([C:9]2[CH:14]=[CH:13][CH:12]=[CH:11][C:10]=2[O:15][CH2:16][C:17]2[CH:22]=[CH:21][CH:20]=[CH:19][CH:18]=2)=[N:6][C:7]=1[CH3:8])=[O:35], predict the reactants needed to synthesize it. (2) Given the product [CH:13]1([C:2]2[CH:3]=[CH:4][C:5]([O:10][CH2:11][CH3:12])=[C:6]([CH:9]=2)[CH:7]=[O:8])[CH2:15][CH2:14]1, predict the reactants needed to synthesize it. The reactants are: Br[C:2]1[CH:3]=[CH:4][C:5]([O:10][CH2:11][CH3:12])=[C:6]([CH:9]=1)[CH:7]=[O:8].[CH:13]1(B(O)O)[CH2:15][CH2:14]1. (3) Given the product [CH:5]1([CH2:11][NH:4][CH2:3][CH2:2][OH:1])[CH2:10][CH2:9][CH2:8][CH2:7][CH2:6]1, predict the reactants needed to synthesize it. The reactants are: [OH:1][CH2:2][CH2:3][NH2:4].[CH:5]1([CH2:11]Br)[CH2:10][CH2:9][CH2:8][CH2:7][CH2:6]1. (4) Given the product [CH:37]1([O:36][C:22]2[C:21]([C:19]3[N:20]=[C:16]([C:12]4([OH:41])[CH2:11][CH2:10][NH:9][CH2:14][CH2:13]4)[S:17][CH:18]=3)=[CH:30][CH:29]=[C:28]3[C:23]=2[CH2:24][CH2:25][C@H:26]([CH3:35])[N:27]3[C:31]([O:33][CH3:34])=[O:32])[CH2:40][CH2:39][CH2:38]1, predict the reactants needed to synthesize it. The reactants are: Cl.C(OC([N:9]1[CH2:14][CH2:13][C:12]([C:16]2[S:17][CH:18]=[C:19]([C:21]3[C:22]([O:36][CH:37]4[CH2:40][CH2:39][CH2:38]4)=[C:23]4[C:28](=[CH:29][CH:30]=3)[N:27]([C:31]([O:33][CH3:34])=[O:32])[C@@H:26]([CH3:35])[CH2:25][CH2:24]4)[N:20]=2)(F)[CH2:11][CH2:10]1)=O)(C)(C)C.[O:41]1CCOCC1. (5) The reactants are: [F:1][CH:2]([F:29])[O:3][C:4]1[CH:5]=[C:6]([C:11]2[O:12][CH:13]=[C:14]([CH2:16][NH:17][C:18](=[O:28])[C:19]3[CH:24]=[CH:23][CH:22]=[CH:21][C:20]=3[O:25][CH2:26][CH3:27])[N:15]=2)[CH:7]=[CH:8][C:9]=1[OH:10].[CH2:30](Br)[CH:31]=[CH2:32]. Given the product [CH2:32]([O:10][C:9]1[CH:8]=[CH:7][C:6]([C:11]2[O:12][CH:13]=[C:14]([CH2:16][NH:17][C:18](=[O:28])[C:19]3[CH:24]=[CH:23][CH:22]=[CH:21][C:20]=3[O:25][CH2:26][CH3:27])[N:15]=2)=[CH:5][C:4]=1[O:3][CH:2]([F:1])[F:29])[CH:31]=[CH2:30], predict the reactants needed to synthesize it.